From a dataset of Forward reaction prediction with 1.9M reactions from USPTO patents (1976-2016). Predict the product of the given reaction. Given the reactants [N+:1]([C:4]1[CH:9]=[CH:8][CH:7]=[CH:6][C:5]=1[CH2:10][CH2:11][CH2:12][C:13]([OH:15])=[O:14])([O-:3])=[O:2].S(Cl)(Cl)=O.[CH3:20]O, predict the reaction product. The product is: [CH3:20][O:14][C:13](=[O:15])[CH2:12][CH2:11][CH2:10][C:5]1[CH:6]=[CH:7][CH:8]=[CH:9][C:4]=1[N+:1]([O-:3])=[O:2].